Dataset: Full USPTO retrosynthesis dataset with 1.9M reactions from patents (1976-2016). Task: Predict the reactants needed to synthesize the given product. Given the product [C:18]([CH2:17][O:15][C:10]1[CH:11]=[CH:12][CH:13]=[CH:14][C:9]=1[O:8][CH3:7])#[N:19], predict the reactants needed to synthesize it. The reactants are: C(=O)([O-])[O-].[K+].[K+].[CH3:7][O:8][C:9]1[CH:14]=[CH:13][CH:12]=[CH:11][C:10]=1[OH:15].Br[CH2:17][C:18]#[N:19].